This data is from Full USPTO retrosynthesis dataset with 1.9M reactions from patents (1976-2016). The task is: Predict the reactants needed to synthesize the given product. (1) Given the product [Cl:1][C:2]1[CH:20]=[C:19]([Cl:21])[CH:18]=[CH:17][C:3]=1[CH2:4][N:5]1[C:9]2=[N:10][C:27]([C:26]([OH:22])=[O:28])=[CH:12][CH:13]=[C:8]2[N:7]=[C:6]1[CH3:16], predict the reactants needed to synthesize it. The reactants are: [Cl:1][C:2]1[CH:20]=[C:19]([Cl:21])[CH:18]=[CH:17][C:3]=1[CH2:4][N:5]1[C:9]2=[N:10]C(C#N)=[CH:12][CH:13]=[C:8]2[N:7]=[C:6]1[CH3:16].[OH-:22].[Na+].[Na].Cl.[CH2:26]([OH:28])[CH3:27]. (2) Given the product [C:1]([O:5][C:6]([N:8]1[CH2:13][CH2:12][CH:11]([N:14]([C:15]2[CH:20]=[CH:19][C:18]([Br:21])=[CH:17][CH:16]=2)[CH2:37][C:36]2[CH:39]=[CH:40][CH:41]=[C:34]([C:26]3[CH:27]=[C:28]([O:32][CH3:33])[C:29]([O:30][CH3:31])=[C:24]([O:23][CH3:22])[CH:25]=3)[CH:35]=2)[CH2:10][CH2:9]1)=[O:7])([CH3:4])([CH3:2])[CH3:3], predict the reactants needed to synthesize it. The reactants are: [C:1]([O:5][C:6]([N:8]1[CH2:13][CH2:12][CH:11]([NH:14][C:15]2[CH:20]=[CH:19][C:18]([Br:21])=[CH:17][CH:16]=2)[CH2:10][CH2:9]1)=[O:7])([CH3:4])([CH3:3])[CH3:2].[CH3:22][O:23][C:24]1[CH:25]=[C:26]([C:34]2[CH:35]=[C:36]([CH:39]=[CH:40][CH:41]=2)[CH2:37]Cl)[CH:27]=[C:28]([O:32][CH3:33])[C:29]=1[O:30][CH3:31]. (3) Given the product [CH3:34][C:35]1([CH3:49])[C:36]([C:2]2[C:3]([NH:14][C:15]3[C:24]4[C:19](=[CH:20][C:21]([F:26])=[CH:22][C:23]=4[F:25])[N:18]=[C:17]([C:27]4[CH:32]=[CH:31][CH:30]=[CH:29][N:28]=4)[C:16]=3[CH3:33])=[CH:4][C:5]([N:8]3[CH2:13][CH2:12][O:11][CH2:10][CH2:9]3)=[N:6][CH:7]=2)=[CH:37][CH2:38][CH2:39]1, predict the reactants needed to synthesize it. The reactants are: Br[C:2]1[C:3]([NH:14][C:15]2[C:24]3[C:19](=[CH:20][C:21]([F:26])=[CH:22][C:23]=3[F:25])[N:18]=[C:17]([C:27]3[CH:32]=[CH:31][CH:30]=[CH:29][N:28]=3)[C:16]=2[CH3:33])=[CH:4][C:5]([N:8]2[CH2:13][CH2:12][O:11][CH2:10][CH2:9]2)=[N:6][CH:7]=1.[CH3:34][C:35]1([CH3:49])[C:39](B2OC(C)(C)C(C)(C)O2)=[CH:38][CH2:37][CH2:36]1.C1(P(C2CCCCC2)C2CCCCC2)CCCCC1.[O-]P([O-])([O-])=O.[K+].[K+].[K+]. (4) Given the product [ClH:1].[C:23]([CH2:22][O:21][C:7]1[C:8]2[C:9](=[N:10][C:11]([CH2:14][NH:15][CH2:16][CH:17]([CH3:19])[CH3:18])=[CH:12][CH:13]=2)[S:20][C:6]=1[C:4]([OH:5])=[O:3])([OH:25])=[O:24], predict the reactants needed to synthesize it. The reactants are: [ClH:1].C[O:3][C:4]([C:6]1[S:20][C:9]2=[N:10][C:11]([CH2:14][NH:15][CH2:16][CH:17]([CH3:19])[CH3:18])=[CH:12][CH:13]=[C:8]2[C:7]=1[O:21][CH2:22][C:23]([O:25]C(C)(C)C)=[O:24])=[O:5].[Li+].[OH-].Cl.